Dataset: Experimentally validated miRNA-target interactions with 360,000+ pairs, plus equal number of negative samples. Task: Binary Classification. Given a miRNA mature sequence and a target amino acid sequence, predict their likelihood of interaction. (1) The miRNA is hsa-miR-371b-5p with sequence ACUCAAAAGAUGGCGGCACUUU. The protein sequence of the target gene is MEKAHADEFPLTTDSSEKQGVVCIFGTGDFGKSLGLKMLQCGYSIVFGSRNPQVSSLLPRGAEVLSYSEAASKSDIIILAMHREHYDSLTELVDYLKGKVLVDVSNNRKINQYPESNAEYLAQLEPGAHVVKAFNTISAWALQSGTLDASRQVFVCGNDSKAKQRVMDIARTLGLTPLDQGSLMAASEIENYPLQLFPMWRFPFYLSSVLCVFFFVYCAIREVIYPYVNGKTDATYRLAISIPNRVFPITALILLALVYLPGILAAILQLYRGTKYRRFPNWLDHWMLCRKQLGLVALGF.... Result: 0 (no interaction). (2) The miRNA is rno-miR-125a-5p with sequence UCCCUGAGACCCUUUAACCUGUGA. The protein sequence of the target gene is MRDNTSPISVILVSSGSRGNKLLFRYPFQRSQEHPASQTSKPRSRYAASNTGDHADEQDGDSRFSDVILATILATKSEMCGQKFELKIDNVRFVGHPTLLQHALGQISKTDPSPKREAPTMILFNVVFALRANADPSVINCLHNLSRRIATVLQHEERRCQYLTREAKLILALQDEVSAMADGNEGPQSPFHHILPKCKLARDLKEAYDSLCTSGVVRLHINSWLEVSFCLPHKIHYAASSLIPPEAIERSLKAIRPYHALLLLSDEKSLLGELPIDCSPALVRVIKTTSAVKNLQQLAQ.... Result: 0 (no interaction). (3) The miRNA is rno-miR-146a-5p with sequence UGAGAACUGAAUUCCAUGGGUU. The protein sequence of the target gene is MIHSLFLINCSGDIFLEKHWKSVVSQSVCDYFFEAQEKAADVENVPPVISTPHHYLISIYRDKLFFVSVIQTEVPPLFVIEFLHRVADTFQDYFGECSEAAIKDNVVIVYELLEEMLDNGFPLATESNILKELIKPPTILRSVVNSITGSSNVGDTLPTGQLSNIPWRRAGVKYTNNEAYFDVVEEIDAIIDKSGSTVFAEIQGVIDACIKLSGMPDLSLSFMNPRLLDDVSFHPCIRFKRWESERVLSFIPPDGNFRLISYRVSSQNLVAIPVYVKHSISFKENSSCGRFDITIGPKQN.... Result: 0 (no interaction).